Dataset: Forward reaction prediction with 1.9M reactions from USPTO patents (1976-2016). Task: Predict the product of the given reaction. (1) Given the reactants [C:1]([C:5]1[CH:6]=[C:7]([NH:18][C:19]([NH:21][C:22]2[C:31]3[C:26](=[CH:27][CH:28]=[CH:29][CH:30]=3)[C:25]([O:32][C:33]3[CH:38]=[CH:37][N:36]=[C:35](Cl)[N:34]=3)=[CH:24][CH:23]=2)=[O:20])[C:8]([O:16][CH3:17])=[C:9]([NH:11][S:12]([CH3:15])(=[O:14])=[O:13])[CH:10]=1)([CH3:4])([CH3:3])[CH3:2].[CH3:40][O:41][C:42]1[CH:43]=[C:44]([CH:61]=[C:62]([N+:64]([O-])=O)[CH:63]=1)[O:45][CH2:46][CH2:47][O:48][CH2:49][CH2:50][O:51][CH2:52][CH2:53][C:54]([O:56][C:57]([CH3:60])([CH3:59])[CH3:58])=[O:55], predict the reaction product. The product is: [C:1]([C:5]1[CH:10]=[C:9]([NH:11][S:12]([CH3:15])(=[O:14])=[O:13])[C:8]([O:16][CH3:17])=[C:7]([NH:18][C:19](=[O:20])[NH:21][C:22]2[C:31]3[C:26](=[CH:27][CH:28]=[CH:29][CH:30]=3)[C:25]([O:32][C:33]3[CH:38]=[CH:37][N:36]=[C:35]([NH:64][C:62]4[CH:61]=[C:44]([CH:43]=[C:42]([O:41][CH3:40])[CH:63]=4)[O:45][CH2:46][CH2:47][O:48][CH2:49][CH2:50][O:51][CH2:52][CH2:53][C:54]([O:56][C:57]([CH3:60])([CH3:58])[CH3:59])=[O:55])[N:34]=3)=[CH:24][CH:23]=2)[CH:6]=1)([CH3:4])([CH3:3])[CH3:2]. (2) Given the reactants [O:1]1[CH2:6][CH2:5][O:4][C:3]2[CH:7]=[C:8]([C:11]([NH:13][C@@H:14]3[CH2:19][CH2:18][N:17]([C:20]([O:22][C:23]([CH3:26])([CH3:25])[CH3:24])=[O:21])[C@@H:16]([C:27]4[N:31]([CH2:32][CH2:33][O:34]S(C)(=O)=O)[C:30]5[CH:39]=[CH:40][CH:41]=[CH:42][C:29]=5[N:28]=4)[CH2:15]3)=[O:12])[CH:9]=[CH:10][C:2]1=2.[C:43]([O-])([O-])=O.[K+].[K+].O.[C:50]([O:53][CH2:54][CH3:55])(=O)[CH3:51], predict the reaction product. The product is: [O:1]1[CH2:6][CH2:5][O:4][C:3]2[CH:7]=[C:8]([C:11]([NH:13][C@@H:14]3[CH2:19][CH2:18][N:17]([C:20]([O:22][C:23]([CH3:26])([CH3:25])[CH3:24])=[O:21])[C@@H:16]([C:27]4[N:31]([CH2:32][CH2:33][O:34][CH:54]5[CH2:55][CH2:43][CH2:51][CH2:50][O:53]5)[C:30]5[CH:39]=[CH:40][CH:41]=[CH:42][C:29]=5[N:28]=4)[CH2:15]3)=[O:12])[CH:9]=[CH:10][C:2]1=2. (3) Given the reactants C(N(CC)CC)C.Cl.[NH2:9][CH2:10][C@H:11]([OH:14])[CH2:12][Cl:13].[C:15](OC(=O)C)(=[O:17])[CH3:16], predict the reaction product. The product is: [C:15]([NH:9][CH2:10][C@H:11]([OH:14])[CH2:12][Cl:13])(=[O:17])[CH3:16]. (4) Given the reactants [Cl:1][C:2]1[CH:11]=[CH:10][CH:9]=[C:8]([CH:12]=O)[C:3]=1[C:4]([O:6]C)=[O:5].[N:14]1([C:20]([O:22][C:23]([CH3:26])([CH3:25])[CH3:24])=[O:21])[CH2:19][CH2:18][NH:17][CH2:16][CH2:15]1.ClCCCl.C(O[BH-](OC(=O)C)OC(=O)C)(=O)C.[Na+], predict the reaction product. The product is: [C:23]([O:22][C:20]([N:14]1[CH2:19][CH2:18][N:17]([CH2:12][C:8]2[CH:9]=[CH:10][CH:11]=[C:2]([Cl:1])[C:3]=2[C:4]([OH:6])=[O:5])[CH2:16][CH2:15]1)=[O:21])([CH3:26])([CH3:24])[CH3:25].